Dataset: Peptide-MHC class I binding affinity with 185,985 pairs from IEDB/IMGT. Task: Regression. Given a peptide amino acid sequence and an MHC pseudo amino acid sequence, predict their binding affinity value. This is MHC class I binding data. (1) The peptide sequence is ARIKMLRGV. The MHC is Mamu-B03 with pseudo-sequence Mamu-B03. The binding affinity (normalized) is 0.639. (2) The peptide sequence is SPAIFQCSM. The MHC is HLA-A30:01 with pseudo-sequence HLA-A30:01. The binding affinity (normalized) is 0. (3) The peptide sequence is LSPRWYFYY. The MHC is HLA-A01:01 with pseudo-sequence HLA-A01:01. The binding affinity (normalized) is 0.664. (4) The MHC is HLA-A02:06 with pseudo-sequence HLA-A02:06. The binding affinity (normalized) is 0.335. The peptide sequence is SQAELTSNCT. (5) The peptide sequence is LIVRYLIQV. The MHC is HLA-A02:01 with pseudo-sequence HLA-A02:01. The binding affinity (normalized) is 0.765.